This data is from Tyrosyl-DNA phosphodiesterase HTS with 341,365 compounds. The task is: Binary Classification. Given a drug SMILES string, predict its activity (active/inactive) in a high-throughput screening assay against a specified biological target. The drug is ClCC(=O)NCCCCCCCCCNC(=O)CCl. The result is 0 (inactive).